This data is from Full USPTO retrosynthesis dataset with 1.9M reactions from patents (1976-2016). The task is: Predict the reactants needed to synthesize the given product. The reactants are: [Cl:1][C:2]1[C:3]([O:16][CH3:17])=[CH:4][C:5]([CH3:15])=[C:6]([C:8](=[O:14])[C:9]([O:11][CH2:12][CH3:13])=[O:10])[CH:7]=1. Given the product [Cl:1][C:2]1[C:3]([O:16][CH3:17])=[CH:4][C:5]([CH3:15])=[C:6]([CH:8]([OH:14])[C:9]([O:11][CH2:12][CH3:13])=[O:10])[CH:7]=1, predict the reactants needed to synthesize it.